Dataset: Reaction yield outcomes from USPTO patents with 853,638 reactions. Task: Predict the reaction yield, written as a fraction of the theoretical maximum amount of product (1.0 means a 100% yield; for example, 0.34 means a 34% yield). (1) The reactants are C[N:2](C)[CH:3]=[CH:4][C:5]([C:7]1[C:12](=[O:13])[C:11]([O:14][CH3:15])=[CH:10][N:9]([C:16]2[CH:21]=[CH:20][CH:19]=[C:18]([C:22]([F:25])([F:24])[F:23])[CH:17]=2)[N:8]=1)=O.[C:27]1([NH:33]N)[CH:32]=[CH:31][CH:30]=[CH:29][CH:28]=1. The catalyst is CC(O)=O. The product is [CH3:15][O:14][C:11]1[C:12](=[O:13])[C:7]([C:5]2[N:33]([C:27]3[CH:32]=[CH:31][CH:30]=[CH:29][CH:28]=3)[N:2]=[CH:3][CH:4]=2)=[N:8][N:9]([C:16]2[CH:21]=[CH:20][CH:19]=[C:18]([C:22]([F:24])([F:23])[F:25])[CH:17]=2)[CH:10]=1. The yield is 0.710. (2) The reactants are [Cl:1][C:2]1[CH:3]=[C:4]([C:9]2[N:13]=[C:12]([NH2:14])[NH:11][N:10]=2)[CH:5]=[CH:6][C:7]=1[Cl:8].C([N:18]1[C:26]2[C:21](=[CH:22][C:23]([C:27](=O)[CH2:28][C:29](OCC)=[O:30])=[CH:24][CH:25]=2)[CH:20]=[N:19]1)(=O)C.CC1C=CC(S(O)(=O)=O)=CC=1. The catalyst is CCCCO. The product is [Cl:1][C:2]1[CH:3]=[C:4]([C:9]2[N:13]=[C:12]3[NH:14][C:27]([C:23]4[CH:22]=[C:21]5[C:26](=[CH:25][CH:24]=4)[NH:18][N:19]=[CH:20]5)=[CH:28][C:29](=[O:30])[N:11]3[N:10]=2)[CH:5]=[CH:6][C:7]=1[Cl:8]. The yield is 0.170. (3) The reactants are [O:1]=[C:2]1[NH:7][C:6](=[O:8])[CH:5]=[CH:4][N:3]1[C@@H:9]1[O:13][C@H:12]([CH2:14][O:15][P:16]([NH:25][C@@H:26]([CH3:33])[C:27]([O:29][CH:30]([CH3:32])[CH3:31])=[O:28])([O:18][C:19]2[CH:24]=[CH:23][CH:22]=[CH:21][CH:20]=2)=[O:17])[C@@H:11]([OH:34])[C@@:10]1([C:36]#[CH:37])[OH:35].[C:38](OC(=O)C)(=[O:40])[CH3:39].[CH3:45][C:46]([O-])=[O:47].CC(CC(O)=O)=O. The catalyst is N1C=CC=CC=1.C(Cl)Cl. The product is [C:38]([O:35][C@:10]1([C:36]#[CH:37])[C@H:11]([O:34][C:46](=[O:47])[CH3:45])[C@@H:12]([CH2:14][O:15][P:16]([NH:25][C@@H:26]([CH3:33])[C:27]([O:29][CH:30]([CH3:31])[CH3:32])=[O:28])([O:18][C:19]2[CH:24]=[CH:23][CH:22]=[CH:21][CH:20]=2)=[O:17])[O:13][C@H:9]1[N:3]1[CH:4]=[CH:5][C:6](=[O:8])[NH:7][C:2]1=[O:1])(=[O:40])[CH3:39]. The yield is 0.120. (4) The yield is 0.780. The catalyst is [OH-].[Na+].OO.CS(C)=O.O.C(OCC)(=O)C. The product is [O:1]1[CH2:6][CH2:5][CH:4]([NH:7][C:8]2[CH:15]=[C:14]([C:16]3[C:24]4[CH2:23][C:22]([CH3:25])([CH3:26])[CH2:21][C:20](=[O:27])[C:19]=4[N:18]([CH3:28])[N:17]=3)[CH:13]=[CH:12][C:9]=2[C:10]([NH2:11])=[O:31])[CH2:3][CH2:2]1. The reactants are [O:1]1[CH2:6][CH2:5][CH:4]([NH:7][C:8]2[CH:15]=[C:14]([C:16]3[C:24]4[CH2:23][C:22]([CH3:26])([CH3:25])[CH2:21][C:20](=[O:27])[C:19]=4[N:18]([CH3:28])[N:17]=3)[CH:13]=[CH:12][C:9]=2[C:10]#[N:11])[CH2:3][CH2:2]1.C([OH:31])C. (5) The reactants are O([C:3](=[CH2:34])[CH2:4][CH2:5][CH2:6][CH2:7][O:8][C:9]1[C:10]([O:32][CH3:33])=[CH:11][C:12]2[C:18](=[O:19])[N:17]3[CH2:20][CH2:21][CH2:22][CH:16]3[C@H:15]([OH:23])[N:14]([C:24]([O:26][C:27]([CH3:30])([CH3:29])[CH3:28])=[O:25])[C:13]=2[CH:31]=1)O.[Cl:35][CH2:36][C@H:37]1[C:45]2[C:44]3[CH:46]=[CH:47][CH:48]=[CH:49][C:43]=3[C:42]([O:50][CH2:51][C:52]3[CH:57]=[CH:56][C:55]([N+:58]([O-:60])=[O:59])=[CH:54][CH:53]=3)=[CH:41][C:40]=2[NH:39][CH2:38]1.CCN=C=NCCCN(C)C.Cl.CC1C=CC(S(O)(=O)=[O:81])=CC=1. The catalyst is CC(N(C)C)=O.O. The product is [C:24]([N:14]1[C:13]2[CH:31]=[C:9]([O:8][CH2:7][CH2:6][CH2:5][CH2:4][CH2:3][C:34]([N:39]3[C:40]4[CH:41]=[C:42]([O:50][CH2:51][C:52]5[CH:57]=[CH:56][C:55]([N+:58]([O-:60])=[O:59])=[CH:54][CH:53]=5)[C:43]5[CH:49]=[CH:48][CH:47]=[CH:46][C:44]=5[C:45]=4[C@H:37]([CH2:36][Cl:35])[CH2:38]3)=[O:81])[C:10]([O:32][CH3:33])=[CH:11][C:12]=2[C:18](=[O:19])[N:17]2[CH2:20][CH2:21][CH2:22][CH:16]2[C@@H:15]1[OH:23])([O:26][C:27]([CH3:28])([CH3:29])[CH3:30])=[O:25]. The yield is 0.850. (6) The reactants are [CH3:1][O:2][C:3]1[CH:8]=[CH:7][C:6]([OH:9])=[CH:5][CH:4]=1.[H-].[Na+].Br[CH2:13][C:14]([O:16][CH2:17][CH3:18])=[O:15].O. The catalyst is CN(C)C=O. The product is [CH3:1][O:2][C:3]1[CH:8]=[CH:7][C:6]([O:9][CH2:13][C:14]([O:16][CH2:17][CH3:18])=[O:15])=[CH:5][CH:4]=1. The yield is 0.940.